Dataset: Catalyst prediction with 721,799 reactions and 888 catalyst types from USPTO. Task: Predict which catalyst facilitates the given reaction. (1) Reactant: [H-].[Na+].[C:3]([O:7][C:8]([N:10]1[CH2:20][CH2:19][C:13]2([O:17][C:16](=[O:18])[NH:15][CH2:14]2)[CH2:12][CH2:11]1)=[O:9])([CH3:6])([CH3:5])[CH3:4].[CH2:21](Br)[C:22]1[CH:27]=[CH:26][CH:25]=[CH:24][CH:23]=1.O. Product: [C:3]([O:7][C:8]([N:10]1[CH2:11][CH2:12][C:13]2([O:17][C:16](=[O:18])[N:15]([CH2:21][C:22]3[CH:27]=[CH:26][CH:25]=[CH:24][CH:23]=3)[CH2:14]2)[CH2:19][CH2:20]1)=[O:9])([CH3:6])([CH3:4])[CH3:5]. The catalyst class is: 3. (2) Reactant: [Br:1][C:2]1[CH:6]=[C:5]([CH2:7][N:8]([CH3:10])[CH3:9])[S:4][C:3]=1[CH:11]=O.[C:13](=[N:26][NH2:27])([C:20]1[CH:25]=[CH:24][CH:23]=[CH:22][CH:21]=1)[C:14]1[CH:19]=[CH:18][CH:17]=[CH:16][CH:15]=1. Product: [C:13](=[N:26][N:27]=[CH:11][C:3]1[S:4][C:5]([CH2:7][N:8]([CH3:10])[CH3:9])=[CH:6][C:2]=1[Br:1])([C:20]1[CH:21]=[CH:22][CH:23]=[CH:24][CH:25]=1)[C:14]1[CH:19]=[CH:18][CH:17]=[CH:16][CH:15]=1. The catalyst class is: 8. (3) Reactant: [CH3:1][O:2][C:3]1[N:8]=[C:7]2[C:9]([CH3:23])([CH3:22])[N:10](CC3C=CC(OC)=CC=3)[C:11](=[O:12])[C:6]2=[CH:5][CH:4]=1.O.CCOC(C)=O. Product: [CH3:1][O:2][C:3]1[N:8]=[C:7]2[C:9]([CH3:23])([CH3:22])[NH:10][C:11](=[O:12])[C:6]2=[CH:5][CH:4]=1. The catalyst class is: 23. (4) The catalyst class is: 3. Reactant: [F:1][C:2]1[CH:3]=[CH:4][C:5]([OH:12])=[C:6]([CH:11]=1)[C:7]([O:9][CH3:10])=[O:8].[H-].[Na+].[C:15]([N:22]1[CH2:27][CH2:26][CH:25]([CH2:28]OS(C)(=O)=O)[CH2:24][CH2:23]1)([O:17][C:18]([CH3:21])([CH3:20])[CH3:19])=[O:16].O. Product: [C:15]([N:22]1[CH2:23][CH2:24][CH:25]([CH2:28][O:12][C:5]2[CH:4]=[CH:3][C:2]([F:1])=[CH:11][C:6]=2[C:7]([O:9][CH3:10])=[O:8])[CH2:26][CH2:27]1)([O:17][C:18]([CH3:21])([CH3:20])[CH3:19])=[O:16]. (5) Reactant: Br[CH2:2][CH:3]1[O:8][C:7]2[CH:9]=[CH:10][CH:11]=[CH:12][C:6]=2[O:5][CH2:4]1.Cl.[CH3:14][O:15][C:16]1[CH:21]=[CH:20][CH:19]=[CH:18][C:17]=1[CH:22]1[CH2:27][CH2:26][CH2:25][NH:24][CH2:23]1.C(N(CC)CC)C. Product: [O:8]1[C:7]2[CH:9]=[CH:10][CH:11]=[CH:12][C:6]=2[O:5][CH2:4][CH:3]1[CH2:2][N:24]1[CH2:25][CH2:26][CH2:27][CH:22]([C:17]2[CH:18]=[CH:19][CH:20]=[CH:21][C:16]=2[O:15][CH3:14])[CH2:23]1. The catalyst class is: 10. (6) Reactant: Cl[CH2:2][C:3]1[CH:11]=[CH:10][C:6]([C:7]([NH2:9])=[O:8])=[CH:5][CH:4]=1.[P:12]([O:19]CC)([O:16][CH2:17][CH3:18])[O:13][CH2:14][CH3:15].[I-].[K+].C(#N)C. Product: [C:7]([C:6]1[CH:10]=[CH:11][C:3]([CH2:2][P:12](=[O:19])([O:16][CH2:17][CH3:18])[O:13][CH2:14][CH3:15])=[CH:4][CH:5]=1)(=[O:8])[NH2:9]. The catalyst class is: 6. (7) Reactant: [OH:1][C:2]1[CH:7]=[CH:6][C:5]([C:8]2[N:9]=[C:10]3[CH:15]=[CH:14][C:13]([O:16][CH3:17])=[CH:12][N:11]3[CH:18]=2)=[CH:4][C:3]=1[I:19].C(=O)([O-])[O-].[K+].[K+].Br[CH2:27][CH2:28][CH2:29][F:30].O. Product: [F:30][CH2:29][CH2:28][CH2:27][O:1][C:2]1[CH:7]=[CH:6][C:5]([C:8]2[N:9]=[C:10]3[CH:15]=[CH:14][C:13]([O:16][CH3:17])=[CH:12][N:11]3[CH:18]=2)=[CH:4][C:3]=1[I:19]. The catalyst class is: 695.